This data is from M1 muscarinic receptor antagonist screen with 61,756 compounds. The task is: Binary Classification. Given a drug SMILES string, predict its activity (active/inactive) in a high-throughput screening assay against a specified biological target. (1) The drug is O=c1nc([nH]c2c1cc(N(C(=O)C)C(=O)C)cc2)C. The result is 0 (inactive). (2) The result is 0 (inactive). The drug is N1(CCC(CC1)C)c1n2ncc(c2nc(c1)C)c1ccccc1. (3) The drug is O(c1cc2c(nc(NCCNC(=O)C(C)C)c(c2)C)cc1)CC. The result is 0 (inactive). (4) The drug is O(C(n1ncnc1)C(=O)C(C)(C)C)c1c2nonc2ccc1. The result is 0 (inactive). (5) The molecule is O=C(N1CCN(CC1)C)Cc1[nH]c2c(n1)cccc2. The result is 0 (inactive). (6) The molecule is s1c2c(nc1NC(=O)C1Oc3c(OC1)cccc3)c(OC)ccc2OC. The result is 0 (inactive). (7) The drug is Clc1c(ccc(NC(=O)CSc2n(Cc3occc3)c(=O)c3c(n2)cc(cc3)C(OC)=O)c1)C. The result is 0 (inactive). (8) The result is 0 (inactive). The drug is O(C(=O)C=1C(C2=C(NC1C)CC(CC2=O)c1occc1)c1c(OC(C)C)cccc1)CC1OCCC1. (9) The compound is O=C(Nc1ccc(OC)cc1)C(N(C(=O)CNC(=O)C)C)c1ccc(OC)cc1. The result is 0 (inactive). (10) The compound is O(c1c(N2CCN(CC2)Cc2c(OC)ccc(OC)c2)cccc1)C. The result is 0 (inactive).